This data is from Catalyst prediction with 721,799 reactions and 888 catalyst types from USPTO. The task is: Predict which catalyst facilitates the given reaction. (1) Reactant: [C:1]([O:5][C:6](=[O:26])[NH:7][CH:8]([C:10]1[CH:15]=[CH:14][C:13]([C:16](=[O:24])[NH:17][C:18]2[CH:23]=[CH:22][N:21]=[CH:20][CH:19]=2)=[CH:12][C:11]=1Br)[CH3:9])([CH3:4])([CH3:3])[CH3:2].[C:27]([O-:30])([O-])=[O:28].[Na+].[Na+].[C:33]1(C)[CH:38]=[CH:37][CH:36]=[CH:35][CH:34]=1.[CH2:40]([OH:42])C. Product: [C:1]([O:5][C:6]([NH:7][CH:8]([C:10]1[CH:15]=[CH:14][C:13]([C:16](=[O:24])[NH:17][C:18]2[CH:23]=[CH:22][N:21]=[CH:20][CH:19]=2)=[CH:12][C:11]=1[C:35]1[CH:36]=[CH:37][CH:38]=[C:33]([O:42][CH2:40][C:27]([OH:30])=[O:28])[CH:34]=1)[CH3:9])=[O:26])([CH3:4])([CH3:3])[CH3:2]. The catalyst class is: 257. (2) Reactant: F[P-](F)(F)(F)(F)F.N1(OC(N(C)C)=[N+](C)C)C2N=CC=CC=2N=N1.C([O:27][P:28]([CH2:33][S:34][CH2:35][CH:36]([NH2:62])[CH2:37][N:38]1[CH2:43][CH2:42][CH2:41][CH2:40][CH:39]1[C:44](=[O:61])[NH:45][CH:46]([C:58](=[O:60])[NH2:59])[CH2:47][C:48]1[CH:57]=[CH:56][C:55]2[C:50](=[CH:51][CH:52]=[CH:53][CH:54]=2)[CH:49]=1)(=[O:32])[O:29]CC)C.C1C=NC2N(O)N=NC=2C=1.CCN(C(C)C)C(C)C.N1C(C)=CC(C)=CC=1C.[C:91]([NH:94][CH:95]([CH2:99][C:100]1[C:101]2[CH:108]=[CH:107][CH:106]=[CH:105][C:102]=2[S:103][CH:104]=1)[C:96](O)=[O:97])(=[O:93])[CH3:92]. Product: [C:91]([NH:94][CH:95]([CH2:99][C:100]1[C:101]2[CH:108]=[CH:107][CH:106]=[CH:105][C:102]=2[S:103][CH:104]=1)[C:96]([NH:62][CH:36]([CH2:37][N:38]1[CH2:43][CH2:42][CH2:41][CH2:40][CH:39]1[C:44](=[O:61])[NH:45][CH:46]([C:58](=[O:60])[NH2:59])[CH2:47][C:48]1[CH:57]=[CH:56][C:55]2[C:50](=[CH:51][CH:52]=[CH:53][CH:54]=2)[CH:49]=1)[CH2:35][S:34][CH2:33][P:28](=[O:32])([OH:29])[OH:27])=[O:97])(=[O:93])[CH3:92]. The catalyst class is: 3. (3) Reactant: [NH2:1][C:2]1[C:3]2[C:10]([N+:11]([O-])=O)=[CH:9][N:8]([C@@H:14]3[O:27][C@H:26]([CH2:28][O:29][C:30](=[O:32])[CH3:31])[C@@H:20]([O:21][C:22](=[O:25])[CH2:23][CH3:24])[C@H:15]3[O:16][C:17](=[O:19])[CH3:18])[C:4]=2[N:5]=[CH:6][N:7]=1.[C:33](O[C:33]([O:35][C:36]([CH3:39])([CH3:38])[CH3:37])=[O:34])([O:35][C:36]([CH3:39])([CH3:38])[CH3:37])=[O:34]. Product: [NH2:1][C:2]1[C:3]2[C:10]([NH:11][C:33]([O:35][C:36]([CH3:39])([CH3:38])[CH3:37])=[O:34])=[CH:9][N:8]([C@@H:14]3[O:27][C@H:26]([CH2:28][O:29][C:30](=[O:32])[CH3:31])[C@@H:20]([O:21][C:22](=[O:25])[CH2:23][CH3:24])[C@H:15]3[O:16][C:17](=[O:19])[CH3:18])[C:4]=2[N:5]=[CH:6][N:7]=1. The catalyst class is: 394. (4) Reactant: N[C:2]1[C:3]([CH3:15])=[C:4]([CH:8]=[CH:9][C:10]=1[S:11]([CH3:14])(=[O:13])=[O:12])[C:5]([OH:7])=[O:6].[OH-].[Na+].N([O-])=O.[Na+].Cl.C([O-])(=O)C.[Na+].CCOC([S-])=[S:32].[K+]. Product: [SH:32][C:2]1[C:3]([CH3:15])=[C:4]([CH:8]=[CH:9][C:10]=1[S:11]([CH3:14])(=[O:13])=[O:12])[C:5]([OH:7])=[O:6]. The catalyst class is: 6. (5) The catalyst class is: 36. Reactant: [Cl:1][C:2]1[CH:3]=[CH:4][C:5]([O:18][C:19]2[C:28]([F:29])=[CH:27][CH:26]=[CH:25][C:20]=2[C:21](OC)=[O:22])=[C:6]2[C:11]=1[NH:10][C:9](=[O:12])[NH:8][C:7]12[CH2:17][CH2:16][CH2:15][CH2:14][CH2:13]1.[Li+].[BH4-].C(=O)(O)[O-].[Na+]. Product: [Cl:1][C:2]1[CH:3]=[CH:4][C:5]([O:18][C:19]2[C:20]([CH2:21][OH:22])=[CH:25][CH:26]=[CH:27][C:28]=2[F:29])=[C:6]2[C:11]=1[NH:10][C:9](=[O:12])[NH:8][C:7]12[CH2:13][CH2:14][CH2:15][CH2:16][CH2:17]1. (6) Reactant: Br[C:2]1[CH:3]=[N:4][C:5]([C:8]2[CH:13]=[CH:12][CH:11]=[C:10]([C:14]3[CH:15]=[N:16][N:17]([CH3:19])[CH:18]=3)[CH:9]=2)=[N:6][CH:7]=1.[C:20]([O:24][C:25]([N:27]1[CH2:32][CH2:31][CH:30]([N:33]2[CH:37]=[C:36](B3OC(C)(C)C(C)(C)O3)[CH:35]=[N:34]2)[CH2:29][CH2:28]1)=[O:26])([CH3:23])([CH3:22])[CH3:21].C([O-])([O-])=O.[Na+].[Na+]. Product: [CH3:19][N:17]1[CH:18]=[C:14]([C:10]2[CH:9]=[C:8]([C:5]3[N:4]=[CH:3][C:2]([C:36]4[CH:35]=[N:34][N:33]([CH:30]5[CH2:29][CH2:28][N:27]([C:25]([O:24][C:20]([CH3:23])([CH3:22])[CH3:21])=[O:26])[CH2:32][CH2:31]5)[CH:37]=4)=[CH:7][N:6]=3)[CH:13]=[CH:12][CH:11]=2)[CH:15]=[N:16]1. The catalyst class is: 335.